Dataset: Catalyst prediction with 721,799 reactions and 888 catalyst types from USPTO. Task: Predict which catalyst facilitates the given reaction. (1) Reactant: [OH:1][C:2]1[CH:3]=[CH:4][C:5]([NH:12][S:13]([C:16]2[CH:21]=[CH:20][C:19]([CH3:22])=[CH:18][CH:17]=2)(=[O:15])=[O:14])=[C:6]([CH:11]=1)[C:7]([O:9][CH3:10])=[O:8].[CH2:23]([C:30]1[CH:35]=[C:34](F)[CH:33]=[CH:32][C:31]=1[N+:37]([O-:39])=[O:38])[C:24]1[CH:29]=[CH:28][CH:27]=[CH:26][CH:25]=1.C(=O)([O-])[O-].[K+].[K+]. Product: [CH3:10][O:9][C:7](=[O:8])[C:6]1[CH:11]=[C:2]([O:1][C:34]2[CH:33]=[CH:32][C:31]([N+:37]([O-:39])=[O:38])=[C:30]([CH2:23][C:24]3[CH:29]=[CH:28][CH:27]=[CH:26][CH:25]=3)[CH:35]=2)[CH:3]=[CH:4][C:5]=1[NH:12][S:13]([C:16]1[CH:21]=[CH:20][C:19]([CH3:22])=[CH:18][CH:17]=1)(=[O:15])=[O:14]. The catalyst class is: 31. (2) Reactant: [Cl:1][C:2]1[N:7]=[C:6]([C:8]#[C:9][CH2:10][CH2:11][CH2:12][CH2:13][OH:14])[C:5]([NH:15]C(=O)OC(C)(C)C)=[CH:4][C:3]=1[F:23].C1CCN2C(=NCCC2)CC1. Product: [Cl:1][C:2]1[N:7]=[C:6]2[CH:8]=[C:9]([CH2:10][CH2:11][CH2:12][CH2:13][OH:14])[NH:15][C:5]2=[CH:4][C:3]=1[F:23]. The catalyst class is: 5.